From a dataset of NCI-60 drug combinations with 297,098 pairs across 59 cell lines. Regression. Given two drug SMILES strings and cell line genomic features, predict the synergy score measuring deviation from expected non-interaction effect. (1) Drug 1: C1CCN(CC1)CCOC2=CC=C(C=C2)C(=O)C3=C(SC4=C3C=CC(=C4)O)C5=CC=C(C=C5)O. Drug 2: CNC(=O)C1=CC=CC=C1SC2=CC3=C(C=C2)C(=NN3)C=CC4=CC=CC=N4. Cell line: HT29. Synergy scores: CSS=-2.49, Synergy_ZIP=7.07, Synergy_Bliss=6.96, Synergy_Loewe=-1.94, Synergy_HSA=-0.729. (2) Drug 1: C1C(C(OC1N2C=C(C(=O)NC2=O)F)CO)O. Drug 2: B(C(CC(C)C)NC(=O)C(CC1=CC=CC=C1)NC(=O)C2=NC=CN=C2)(O)O. Cell line: NCI-H522. Synergy scores: CSS=62.1, Synergy_ZIP=-2.88, Synergy_Bliss=-3.48, Synergy_Loewe=-7.25, Synergy_HSA=-2.05. (3) Drug 1: CC1=C(C=C(C=C1)C(=O)NC2=CC(=CC(=C2)C(F)(F)F)N3C=C(N=C3)C)NC4=NC=CC(=N4)C5=CN=CC=C5. Drug 2: CC12CCC3C(C1CCC2O)C(CC4=C3C=CC(=C4)O)CCCCCCCCCS(=O)CCCC(C(F)(F)F)(F)F. Cell line: OVCAR3. Synergy scores: CSS=4.52, Synergy_ZIP=0.683, Synergy_Bliss=3.64, Synergy_Loewe=0.756, Synergy_HSA=1.09. (4) Drug 1: C1CN1C2=NC(=NC(=N2)N3CC3)N4CC4. Drug 2: CN(CCCl)CCCl.Cl. Cell line: HCT116. Synergy scores: CSS=72.6, Synergy_ZIP=-7.62, Synergy_Bliss=-10.2, Synergy_Loewe=-6.80, Synergy_HSA=-3.12.